This data is from CYP2C19 inhibition data for predicting drug metabolism from PubChem BioAssay. The task is: Regression/Classification. Given a drug SMILES string, predict its absorption, distribution, metabolism, or excretion properties. Task type varies by dataset: regression for continuous measurements (e.g., permeability, clearance, half-life) or binary classification for categorical outcomes (e.g., BBB penetration, CYP inhibition). Dataset: cyp2c19_veith. (1) The molecule is CSc1nnc(-c2sc(-c3ccccc3)nc2C)n1C. The result is 0 (non-inhibitor). (2) The compound is O=c1cnc2cnc(N3CCOCC3)nc2n1C[C@H]1CCCO1. The result is 0 (non-inhibitor). (3) The drug is OCCNc1ncnc2c1ncn2[C@@H]1O[C@@H](CO)[C@H](O)[C@@H]1O. The result is 0 (non-inhibitor). (4) The drug is COn1c(-c2ccccc2)nc2c1CCc1nonc1-2. The result is 1 (inhibitor). (5) The compound is Nc1nc2ccc(Cl)cc2c2nc(-c3ccco3)nn12. The result is 0 (non-inhibitor). (6) The compound is COc1ccc(S(N)(=O)=O)cc1C(=O)NCCCN1CCN(c2ccc(C)cc2)CC1. The result is 0 (non-inhibitor). (7) The drug is COc1ccccc1CNCC(O)(c1ccc(Cl)cc1)c1ccc(Cl)cc1. The result is 1 (inhibitor).